Dataset: Forward reaction prediction with 1.9M reactions from USPTO patents (1976-2016). Task: Predict the product of the given reaction. (1) Given the reactants [H-].[Na+].[C:3]1([CH3:19])[CH:8]=[C:7]([CH3:9])[CH:6]=[C:5]([CH3:10])[C:4]=1[CH:11]([C:16](=[O:18])[CH3:17])[C:12]([O:14][CH3:15])=[O:13].[Li]CCCC.[F:25][C:26]([F:39])([F:38])[C:27]1[CH:37]=[CH:36][C:30]([O:31][CH2:32][CH2:33][CH:34]=[O:35])=[CH:29][CH:28]=1, predict the reaction product. The product is: [OH:35][CH:34]([CH2:33][CH2:32][O:31][C:30]1[CH:36]=[CH:37][C:27]([C:26]([F:25])([F:38])[F:39])=[CH:28][CH:29]=1)[CH2:17][C:16](=[O:18])[CH:11]([C:4]1[C:5]([CH3:10])=[CH:6][C:7]([CH3:9])=[CH:8][C:3]=1[CH3:19])[C:12]([O:14][CH3:15])=[O:13]. (2) Given the reactants [F:1][C:2]([F:28])([F:27])[C:3]1[CH:4]=[C:5]([C:13]2[N:17]=[CH:16][N:15](/[CH:18]=[C:19](\[Br:26])/[C:20]([O:22]C(C)C)=[O:21])[N:14]=2)[CH:6]=[C:7]([C:9]([F:12])([F:11])[F:10])[CH:8]=1.[OH-].[Li+].Cl, predict the reaction product. The product is: [F:27][C:2]([F:1])([F:28])[C:3]1[CH:4]=[C:5]([C:13]2[N:17]=[CH:16][N:15](/[CH:18]=[C:19](\[Br:26])/[C:20]([OH:22])=[O:21])[N:14]=2)[CH:6]=[C:7]([C:9]([F:10])([F:11])[F:12])[CH:8]=1. (3) Given the reactants CO[C:3](=[O:38])[N:4]=[C:5](SC)[C:6]([C:20]1[CH:25]=[C:24]([CH2:26][CH3:27])[CH:23]=[C:22]([O:28][CH2:29][C:30](=[O:34])[N:31]([CH3:33])[CH3:32])[C:21]=1[F:35])=[N:7][C:8]1[CH:13]=[CH:12][C:11]([C:14]2[N:18]=[C:17]([CH3:19])[O:16][N:15]=2)=[CH:10][CH:9]=1.Cl.[NH:40]([C:42]1[CH:50]=[CH:49][CH:48]=[CH:47][C:43]=1[C:44]([OH:46])=[O:45])[NH2:41], predict the reaction product. The product is: [CH3:32][N:31]([CH3:33])[C:30]([CH2:29][O:28][C:22]1[C:21]([F:35])=[C:20]([CH:6]([NH:7][C:8]2[CH:9]=[CH:10][C:11]([C:14]3[N:18]=[C:17]([CH3:19])[O:16][N:15]=3)=[CH:12][CH:13]=2)[C:5]2[NH:4][C:3](=[O:38])[N:40]([C:42]3[CH:50]=[CH:49][CH:48]=[CH:47][C:43]=3[C:44]([OH:46])=[O:45])[N:41]=2)[CH:25]=[C:24]([CH2:26][CH3:27])[CH:23]=1)=[O:34]. (4) The product is: [F:30][C:31]([F:36])([F:35])[C:32]([O-:34])=[O:33].[CH:10]1[C:11]2[C:20]3[CH2:19][CH2:18][NH2+:17][CH2:16][C:15]=3[CH:14]=[N:13][C:12]=2[NH:8][N:9]=1. Given the reactants COC1C=CC(C[N:8]2[C:12]3[N:13]=[CH:14][C:15]4[CH2:16][NH:17][CH2:18][CH2:19][C:20]=4[C:11]=3[CH:10]=[N:9]2)=CC=1.C1(C)C=CC=CC=1.[F:30][C:31]([F:36])([F:35])[C:32]([OH:34])=[O:33], predict the reaction product. (5) The product is: [Br:11][C:7]1[CH:8]=[CH:9][CH:10]=[C:2]([Br:1])[C:3]=1[C:4]([NH:20][CH2:19][CH2:18][S:17][CH2:16][C:15]1[CH:21]=[CH:22][CH:23]=[C:13]([Br:12])[CH:14]=1)=[O:6]. Given the reactants [Br:1][C:2]1[CH:10]=[CH:9][CH:8]=[C:7]([Br:11])[C:3]=1[C:4]([OH:6])=O.[Br:12][C:13]1[CH:14]=[C:15]([CH:21]=[CH:22][CH:23]=1)[CH2:16][S:17][CH2:18][CH2:19][NH2:20], predict the reaction product.